This data is from Peptide-MHC class I binding affinity with 185,985 pairs from IEDB/IMGT. The task is: Regression. Given a peptide amino acid sequence and an MHC pseudo amino acid sequence, predict their binding affinity value. This is MHC class I binding data. (1) The peptide sequence is FAAELTIGV. The MHC is HLA-A02:01 with pseudo-sequence HLA-A02:01. The binding affinity (normalized) is 1.00. (2) The peptide sequence is APEEKYLSM. The MHC is HLA-A02:01 with pseudo-sequence HLA-A02:01. The binding affinity (normalized) is 0.0847. (3) The MHC is HLA-B45:06 with pseudo-sequence HLA-B45:06. The peptide sequence is GSYFSGFYK. The binding affinity (normalized) is 0.213. (4) The peptide sequence is MTDDNINIL. The MHC is Mamu-A01 with pseudo-sequence Mamu-A01. The binding affinity (normalized) is 0.549.